From a dataset of Catalyst prediction with 721,799 reactions and 888 catalyst types from USPTO. Predict which catalyst facilitates the given reaction. Reactant: [O:1]1[CH:5]=[CH:4][CH:3]=[C:2]1[C:6]1[N:7]=[C:8]([NH:17][C:18]([CH:20]2[CH2:25][CH2:24][NH:23][CH2:22][CH2:21]2)=[O:19])[S:9][C:10]=1[C:11]1[CH:16]=[CH:15][N:14]=[CH:13][CH:12]=1.Cl[C:27]1[CH:32]=[CH:31][C:30]([C:33]#[N:34])=[CH:29][N:28]=1.C(=O)([O-])[O-].[K+].[K+].O. Product: [C:33]([C:30]1[CH:31]=[CH:32][C:27]([N:23]2[CH2:24][CH2:25][CH:20]([C:18]([NH:17][C:8]3[S:9][C:10]([C:11]4[CH:12]=[CH:13][N:14]=[CH:15][CH:16]=4)=[C:6]([C:2]4[O:1][CH:5]=[CH:4][CH:3]=4)[N:7]=3)=[O:19])[CH2:21][CH2:22]2)=[N:28][CH:29]=1)#[N:34]. The catalyst class is: 37.